Task: Predict the reaction yield, written as a fraction of the theoretical maximum amount of product (1.0 means a 100% yield; for example, 0.34 means a 34% yield).. Dataset: Reaction yield outcomes from USPTO patents with 853,638 reactions (1) The reactants are [S:1]1[C:5]2[CH:6]=[CH:7][CH:8]=[CH:9][C:4]=2[CH:3]=[C:2]1[C:10]([NH:12][C@H:13]([C:18]([N:20]1[CH2:25][CH2:24][N:23](C(OCC2C=CC=CC=2)=O)[CH2:22][CH2:21]1)=[O:19])[CH2:14][CH:15]([CH3:17])[CH3:16])=[O:11]. The catalyst is C(O)C.[Pd]. The yield is 1.00. The product is [CH3:16][CH:15]([CH3:17])[CH2:14][C@H:13]([NH:12][C:10]([C:2]1[S:1][C:5]2[CH:6]=[CH:7][CH:8]=[CH:9][C:4]=2[CH:3]=1)=[O:11])[C:18]([N:20]1[CH2:25][CH2:24][NH:23][CH2:22][CH2:21]1)=[O:19]. (2) The reactants are [CH2:1]([O:3][C:4](=[O:19])[CH2:5][S:6][C:7]1[CH:12]=[CH:11][C:10]([C:13]2[CH2:17][CH2:16][C:15](=[O:18])[CH:14]=2)=[CH:9][CH:8]=1)[CH3:2].C([C@@H]1N[C@H](C2OC(C)=CC=2)N(C)C1=O)C1C=CC=CC=1.ClC(Cl)(Cl)C(O)=O. The catalyst is C(OCC)C. The product is [CH2:1]([O:3][C:4](=[O:19])[CH2:5][S:6][C:7]1[CH:12]=[CH:11][C:10]([C@@H:13]2[CH2:17][CH2:16][C:15](=[O:18])[CH2:14]2)=[CH:9][CH:8]=1)[CH3:2]. The yield is 0.670. (3) The reactants are [CH3:1][O:2][C:3]1[CH:10]=[CH:9][CH:8]=[CH:7][C:4]=1[CH2:5][NH2:6].C(N(CC)CC)C.[N:18]1[CH:23]=[CH:22][CH:21]=[CH:20][C:19]=1[CH2:24][CH2:25][NH2:26].[O:27]1CC[O:30][CH2:29][CH2:28]1. No catalyst specified. The product is [CH3:1][O:2][C:3]1[CH:10]=[CH:9][CH:8]=[CH:7][C:4]=1[CH2:5][NH:6][C:29](=[O:30])[C:28]([NH:26][CH2:25][CH2:24][C:19]1[CH:20]=[CH:21][CH:22]=[CH:23][N:18]=1)=[O:27]. The yield is 0.700. (4) The reactants are [Br:1][C:2]1[CH:3]=[CH:4][C:5]([CH:8]=O)=[N:6][CH:7]=1.[C:10]12([NH2:20])[CH2:19][CH:14]3[CH2:15][CH:16]([CH2:18][CH:12]([CH2:13]3)[CH2:11]1)[CH2:17]2. No catalyst specified. The product is [C:10]12([NH:20][CH2:8][C:5]3[CH:4]=[CH:3][C:2]([Br:1])=[CH:7][N:6]=3)[CH2:17][CH:16]3[CH2:15][CH:14]([CH2:13][CH:12]([CH2:18]3)[CH2:11]1)[CH2:19]2. The yield is 0.820.